This data is from Forward reaction prediction with 1.9M reactions from USPTO patents (1976-2016). The task is: Predict the product of the given reaction. Given the reactants [CH:1]1([C:4]2[N:8]([C:9]3[CH:14]=[CH:13][CH:12]=[C:11]([C:15]([F:18])([F:17])[F:16])[CH:10]=3)[N:7]=[C:6]([CH3:19])[C:5]=2[C:20]([N:22]2[CH2:27][CH2:26][C:25](=O)[CH2:24][CH2:23]2)=[O:21])[CH2:3][CH2:2]1.Cl.[CH3:30][C@@H:31]1[C@@H:35]([OH:36])[CH2:34][CH2:33][NH:32]1, predict the reaction product. The product is: [CH:1]1([C:4]2[N:8]([C:9]3[CH:14]=[CH:13][CH:12]=[C:11]([C:15]([F:17])([F:16])[F:18])[CH:10]=3)[N:7]=[C:6]([CH3:19])[C:5]=2[C:20]([N:22]2[CH2:23][CH2:24][CH:25]([N:32]3[CH2:33][CH2:34][C@H:35]([OH:36])[C@H:31]3[CH3:30])[CH2:26][CH2:27]2)=[O:21])[CH2:3][CH2:2]1.